Dataset: NCI-60 drug combinations with 297,098 pairs across 59 cell lines. Task: Regression. Given two drug SMILES strings and cell line genomic features, predict the synergy score measuring deviation from expected non-interaction effect. (1) Drug 1: CCN(CC)CCCC(C)NC1=C2C=C(C=CC2=NC3=C1C=CC(=C3)Cl)OC. Drug 2: N.N.Cl[Pt+2]Cl. Cell line: SF-268. Synergy scores: CSS=44.9, Synergy_ZIP=-4.66, Synergy_Bliss=-4.47, Synergy_Loewe=-7.14, Synergy_HSA=-1.02. (2) Drug 1: C1=NC2=C(N1)C(=S)N=C(N2)N. Drug 2: CCC1(CC2CC(C3=C(CCN(C2)C1)C4=CC=CC=C4N3)(C5=C(C=C6C(=C5)C78CCN9C7C(C=CC9)(C(C(C8N6C)(C(=O)OC)O)OC(=O)C)CC)OC)C(=O)OC)O.OS(=O)(=O)O. Cell line: MDA-MB-231. Synergy scores: CSS=19.3, Synergy_ZIP=-9.32, Synergy_Bliss=-0.771, Synergy_Loewe=0.811, Synergy_HSA=1.31. (3) Drug 1: C1=CC(=CC=C1C#N)C(C2=CC=C(C=C2)C#N)N3C=NC=N3. Drug 2: CCC1(C2=C(COC1=O)C(=O)N3CC4=CC5=C(C=CC(=C5CN(C)C)O)N=C4C3=C2)O.Cl. Cell line: NCI-H522. Synergy scores: CSS=28.7, Synergy_ZIP=-0.337, Synergy_Bliss=-0.269, Synergy_Loewe=-16.2, Synergy_HSA=1.76. (4) Drug 1: C1CC(=O)NC(=O)C1N2CC3=C(C2=O)C=CC=C3N. Drug 2: C1=CC(=CC=C1CCC2=CNC3=C2C(=O)NC(=N3)N)C(=O)NC(CCC(=O)O)C(=O)O. Cell line: M14. Synergy scores: CSS=22.1, Synergy_ZIP=0.0393, Synergy_Bliss=0.0518, Synergy_Loewe=-16.2, Synergy_HSA=1.63. (5) Drug 1: C1C(C(OC1N2C=NC(=NC2=O)N)CO)O. Drug 2: C1CCC(C(C1)N)N.C(=O)(C(=O)[O-])[O-].[Pt+4]. Cell line: SK-OV-3. Synergy scores: CSS=-9.65, Synergy_ZIP=4.93, Synergy_Bliss=3.01, Synergy_Loewe=-7.07, Synergy_HSA=-6.87. (6) Synergy scores: CSS=9.93, Synergy_ZIP=20.8, Synergy_Bliss=15.5, Synergy_Loewe=5.80, Synergy_HSA=15.0. Cell line: UO-31. Drug 2: C1CC(=O)NC(=O)C1N2CC3=C(C2=O)C=CC=C3N. Drug 1: CC12CCC(CC1=CCC3C2CCC4(C3CC=C4C5=CN=CC=C5)C)O. (7) Drug 1: CNC(=O)C1=NC=CC(=C1)OC2=CC=C(C=C2)NC(=O)NC3=CC(=C(C=C3)Cl)C(F)(F)F. Cell line: T-47D. Synergy scores: CSS=1.12, Synergy_ZIP=-1.90, Synergy_Bliss=1.36, Synergy_Loewe=-2.54, Synergy_HSA=-2.54. Drug 2: C#CCC(CC1=CN=C2C(=N1)C(=NC(=N2)N)N)C3=CC=C(C=C3)C(=O)NC(CCC(=O)O)C(=O)O.